From a dataset of TCR-epitope binding with 47,182 pairs between 192 epitopes and 23,139 TCRs. Binary Classification. Given a T-cell receptor sequence (or CDR3 region) and an epitope sequence, predict whether binding occurs between them. (1) The epitope is SEVGPEHSLAEY. The TCR CDR3 sequence is CASSQDGASARDTQYF. Result: 1 (the TCR binds to the epitope). (2) The epitope is VTEHDTLLY. The TCR CDR3 sequence is CASSLAVGDSPLHF. Result: 1 (the TCR binds to the epitope). (3) The epitope is GTSGSPIVNR. The TCR CDR3 sequence is CASTRMGLAETQYF. Result: 0 (the TCR does not bind to the epitope). (4) The epitope is LPPAYTNSF. The TCR CDR3 sequence is CASSFSDSSYGYTF. Result: 1 (the TCR binds to the epitope). (5) The epitope is AYILFTRFFYV. The TCR CDR3 sequence is CASSQAAGQATYSGANVLTF. Result: 1 (the TCR binds to the epitope). (6) The epitope is NLNESLIDL. The TCR CDR3 sequence is CASSPQGKETQYF. Result: 1 (the TCR binds to the epitope). (7) The epitope is YIFFASFYY. The TCR CDR3 sequence is CASSQTGVGALSYEQYF. Result: 0 (the TCR does not bind to the epitope).